This data is from Forward reaction prediction with 1.9M reactions from USPTO patents (1976-2016). The task is: Predict the product of the given reaction. (1) Given the reactants [OH-].[K+].[NH:3]1[C:11]2[C:6](=[CH:7][CH:8]=[CH:9][CH:10]=2)[CH:5]=[CH:4]1.[Br:12][CH2:13][CH2:14][CH2:15]Br.CN(C)C=O, predict the reaction product. The product is: [Br:12][CH2:13][CH2:14][CH2:15][N:3]1[C:11]2[C:6](=[CH:7][CH:8]=[CH:9][CH:10]=2)[CH:5]=[CH:4]1. (2) Given the reactants CO[CH:3](OC)[CH2:4][C:5]([CH3:8])([OH:7])[CH3:6].[CH3:11][C:12]([S:15]([NH2:17])=[O:16])([CH3:14])[CH3:13].S([O-])([O-])(=O)=O.[Mg+2].CC1C=CC(S(O)(=O)=O)=CC=1.O, predict the reaction product. The product is: [OH:7][C:5]([CH3:8])([CH3:6])[CH2:4]/[CH:3]=[N:17]/[S:15]([C:12]([CH3:14])([CH3:13])[CH3:11])=[O:16].